This data is from Full USPTO retrosynthesis dataset with 1.9M reactions from patents (1976-2016). The task is: Predict the reactants needed to synthesize the given product. Given the product [F:1][C:2]1[CH:11]=[C:10]2[C:5]([CH2:6][CH2:7][C:8](=[O:13])[N:9]2[CH3:12])=[CH:4][C:3]=1[C:14]1[CH:15]=[C:16]([O:20][CH2:21][CH2:22][N:23]([CH3:31])[S:24]([CH2:27][CH3:28])(=[O:26])=[O:25])[CH:17]=[N:18][CH:19]=1, predict the reactants needed to synthesize it. The reactants are: [F:1][C:2]1[CH:11]=[C:10]2[C:5]([CH2:6][CH2:7][C:8](=[O:13])[N:9]2[CH3:12])=[CH:4][C:3]=1[C:14]1[CH:15]=[C:16]([O:20][CH2:21][CH2:22][NH:23][S:24]([CH2:27][CH3:28])(=[O:26])=[O:25])[CH:17]=[N:18][CH:19]=1.[H-].[Na+].[CH3:31]I.